This data is from Reaction yield outcomes from USPTO patents with 853,638 reactions. The task is: Predict the reaction yield, written as a fraction of the theoretical maximum amount of product (1.0 means a 100% yield; for example, 0.34 means a 34% yield). (1) The reactants are [Br:1][C:2]1[N:3]=[C:4]([NH:15]CC2C=CC(OC)=CC=2OC)[C:5]([NH:8][CH2:9][C:10](OCC)=[O:11])=[N:6][CH:7]=1.CO.[C:29]([OH:35])([C:31]([F:34])([F:33])[F:32])=[O:30]. No catalyst specified. The product is [F:32][C:31]([F:34])([F:33])[C:29]([OH:35])=[O:30].[Br:1][C:2]1[N:3]=[C:4]2[NH:15][C:10](=[O:11])[CH2:9][NH:8][C:5]2=[N:6][CH:7]=1. The yield is 0.960. (2) The reactants are [Cl:1][C:2]1[CH:3]=[CH:4][C:5]([CH:13]([CH3:15])[CH3:14])=[C:6]([CH:8]=[N:9][CH:10]2[CH2:12][CH2:11]2)[CH:7]=1. The catalyst is [Pt].CO. The product is [Cl:1][C:2]1[CH:3]=[CH:4][C:5]([CH:13]([CH3:15])[CH3:14])=[C:6]([CH:7]=1)[CH2:8][NH:9][CH:10]1[CH2:12][CH2:11]1. The yield is 0.919. (3) The reactants are Br[C:2]1[CH:11]=[CH:10][C:9]2[C:4](=[CH:5][CH:6]=[C:7]([Br:12])[CH:8]=2)[CH:3]=1.[C:13]1(B(O)O)[C:26]2[C:27]3=[C:28]4[C:23](=[CH:24][CH:25]=2)[CH:22]=[CH:21][CH:20]=[C:19]4[CH:18]=[CH:17][C:16]3=[CH:15][CH:14]=1.C([O-])([O-])=O.[Na+].[Na+].CCO. The catalyst is C1C=CC([P]([Pd]([P](C2C=CC=CC=2)(C2C=CC=CC=2)C2C=CC=CC=2)([P](C2C=CC=CC=2)(C2C=CC=CC=2)C2C=CC=CC=2)[P](C2C=CC=CC=2)(C2C=CC=CC=2)C2C=CC=CC=2)(C2C=CC=CC=2)C2C=CC=CC=2)=CC=1.C1(C)C=CC=CC=1. The product is [Br:12][C:7]1[CH:8]=[C:9]2[C:4](=[CH:5][CH:6]=1)[CH:3]=[C:2]([C:20]1[C:19]3[C:28]4=[C:27]5[C:16](=[CH:17][CH:18]=3)[CH:15]=[CH:14][CH:13]=[C:26]5[CH:25]=[CH:24][C:23]4=[CH:22][CH:21]=1)[CH:11]=[CH:10]2. The yield is 0.480. (4) The reactants are [Cl:1][C:2]1[CH:11]=[C:10](Cl)[C:9]2[C:4](=[CH:5][CH:6]=[C:7]([O:13][CH3:14])[CH:8]=2)[N:3]=1.CO.[NH3:17]. No catalyst specified. The product is [Cl:1][C:2]1[CH:11]=[C:10]([NH2:17])[C:9]2[C:4](=[CH:5][CH:6]=[C:7]([O:13][CH3:14])[CH:8]=2)[N:3]=1. The yield is 0.550.